Task: Predict the reactants needed to synthesize the given product.. Dataset: Full USPTO retrosynthesis dataset with 1.9M reactions from patents (1976-2016) (1) Given the product [F:1][C:2]1[CH:3]=[N:4][C:5]2[C:10]([C:11]=1[CH2:12][CH2:13][C:14]13[CH2:19][CH2:18][C:17]([NH:22][C:23](=[O:29])[O:24][C:25]([CH3:27])([CH3:26])[CH3:28])([CH2:20][CH2:21]1)[CH2:16][O:15]3)=[N:9][C:8]([O:30][CH2:32][C:33]1([NH:36][C:37]([O:38][CH2:39][C:40]3[CH:45]=[CH:44][CH:43]=[CH:42][CH:41]=3)=[O:46])[CH2:34][CH2:35]1)=[CH:7][CH:6]=2, predict the reactants needed to synthesize it. The reactants are: [F:1][C:2]1[CH:3]=[N:4][C:5]2[C:10]([C:11]=1[CH2:12][CH2:13][C:14]13[CH2:21][CH2:20][C:17]([NH:22][C:23](=[O:29])[O:24][C:25]([CH3:28])([CH3:27])[CH3:26])([CH2:18][CH2:19]1)[CH2:16][O:15]3)=[N:9][C:8]([OH:30])=[CH:7][CH:6]=2.Br[CH2:32][C:33]1([NH:36][C:37](=[O:46])[O:38][CH2:39][C:40]2[CH:45]=[CH:44][CH:43]=[CH:42][CH:41]=2)[CH2:35][CH2:34]1. (2) Given the product [Cl:1][C:2]1[C:7]([Cl:8])=[CH:6][C:5]2[NH:9][C:11]([CH2:12][CH2:13][CH2:14][CH2:15][OH:16])=[N:10][C:4]=2[CH:3]=1, predict the reactants needed to synthesize it. The reactants are: [Cl:1][C:2]1[CH:3]=[C:4]([NH2:10])[C:5]([NH2:9])=[CH:6][C:7]=1[Cl:8].[C:11]1(=O)[O:16][CH2:15][CH2:14][CH2:13][CH2:12]1. (3) Given the product [NH2:1][C:4]1[C:12]2[N:11]([CH2:13][CH:14]([OH:16])[CH3:15])[N:10]=[C:9]3[CH2:17][CH2:18][CH2:19][C:7]([C:8]=23)=[CH:6][CH:5]=1, predict the reactants needed to synthesize it. The reactants are: [N+:1]([C:4]1[C:12]2[N:11]([CH2:13][CH:14]([OH:16])[CH3:15])[N:10]=[C:9]3[CH2:17][CH2:18][CH2:19][C:7]([C:8]=23)=[CH:6][CH:5]=1)([O-])=O. (4) Given the product [C:26]1([N:32]2[C:10]3[CH2:9][CH2:8][NH:7][CH2:6][C:5]=3[CH:4]=[N:2]2)[CH:31]=[CH:30][CH:29]=[CH:28][CH:27]=1, predict the reactants needed to synthesize it. The reactants are: C[N:2]([CH:4]=[C:5]1[C:10](=O)[CH2:9][CH2:8][N:7](C(OC(C)(C)C)=O)[CH2:6]1)C.C(=O)([O-])[O-].[Na+].[Na+].Cl.[C:26]1([NH:32]N)[CH:31]=[CH:30][CH:29]=[CH:28][CH:27]=1.C(=O)(O)[O-].[Na+].